From a dataset of Full USPTO retrosynthesis dataset with 1.9M reactions from patents (1976-2016). Predict the reactants needed to synthesize the given product. (1) Given the product [CH3:1][O:2][C:3](=[O:15])[CH2:4][CH:5]([C:6]1[CH:14]=[C:13]2[C:9]([CH:10]=[CH:11][NH:12]2)=[CH:8][CH:7]=1)[C:19]1[CH:20]=[CH:21][CH:22]=[CH:23][C:18]=1[O:17][CH3:16], predict the reactants needed to synthesize it. The reactants are: [CH3:1][O:2][C:3](=[O:15])[CH:4]=[CH:5][C:6]1[CH:14]=[C:13]2[C:9]([CH:10]=[CH:11][NH:12]2)=[CH:8][CH:7]=1.[CH3:16][O:17][C:18]1[CH:23]=[CH:22][CH:21]=[CH:20][C:19]=1B(O)O. (2) Given the product [CH3:1][C:2]1[C:7]([NH:8][C:9]([C:11]2[S:15][C:14]([NH:16][C:17]3[CH:18]=[C:19]([N:24]4[CH2:29][CH2:28][N:27]([CH2:30][CH2:31][OH:32])[CH2:26][CH2:25]4)[N:20]=[C:21]([CH3:23])[N:22]=3)=[N:13][CH:12]=2)=[O:10])=[C:6]([Cl:33])[CH:5]=[CH:4][CH:3]=1, predict the reactants needed to synthesize it. The reactants are: [CH3:1][C:2]1[C:7]([NH:8][C:9]([C:11]2[S:15][C:14]([NH:16][C:17]3[CH:18]=[C:19]([N:24]4[CH2:29][CH2:28][N:27]([CH2:30][CH2:31][OH:32])[CH2:26][CH2:25]4)[N:20]=[C:21]([CH3:23])[N:22]=3)=[N:13][CH:12]=2)=[O:10])=[C:6]([Cl:33])[CH:5]=[CH:4][CH:3]=1.C([O-])(C)C.O. (3) Given the product [Cl:21][C:13]1[C:12]([C:22]2[CH:27]=[CH:26][C:25]([C:28]([F:31])([F:30])[F:29])=[CH:24][CH:23]=2)=[CH:11][C:10]([CH:5]([CH2:6][CH:7]([CH3:9])[CH3:8])[C:4]([OH:32])=[O:3])=[CH:15][C:14]=1[O:16][CH2:17][CH:18]1[CH2:20][CH2:19]1, predict the reactants needed to synthesize it. The reactants are: C([O:3][C:4](=[O:32])[CH:5]([C:10]1[CH:11]=[C:12]([C:22]2[CH:27]=[CH:26][C:25]([C:28]([F:31])([F:30])[F:29])=[CH:24][CH:23]=2)[C:13]([Cl:21])=[C:14]([O:16][CH2:17][CH:18]2[CH2:20][CH2:19]2)[CH:15]=1)[CH2:6][CH:7]([CH3:9])[CH3:8])C.[Li+].[OH-].